This data is from Full USPTO retrosynthesis dataset with 1.9M reactions from patents (1976-2016). The task is: Predict the reactants needed to synthesize the given product. (1) Given the product [O:1]=[C:2]1[CH:7]=[CH:6][CH:5]=[CH:4][N:3]1[C:8]1[CH:16]=[CH:15][C:11]([C:12]([Cl:19])=[O:13])=[CH:10][CH:9]=1, predict the reactants needed to synthesize it. The reactants are: [O:1]=[C:2]1[CH:7]=[CH:6][CH:5]=[CH:4][N:3]1[C:8]1[CH:16]=[CH:15][C:11]([C:12](O)=[O:13])=[CH:10][CH:9]=1.O=S(Cl)[Cl:19]. (2) Given the product [ClH:39].[Br:1][C:2]1[S:6][C:5]([S:7]([N:10]2[C:14]([C:15]3[C:16]([F:21])=[N:17][CH:18]=[CH:19][CH:20]=3)=[C:13]([F:22])[C:12]([CH2:23][NH:24][CH3:25])=[CH:11]2)(=[O:9])=[O:8])=[CH:4][CH:3]=1, predict the reactants needed to synthesize it. The reactants are: [Br:1][C:2]1[S:6][C:5]([S:7]([N:10]2[C:14]([C:15]3[C:16]([F:21])=[N:17][CH:18]=[CH:19][CH:20]=3)=[C:13]([F:22])[C:12]([CH2:23][N:24](C)[C:25](=O)OC(C)(C)C)=[CH:11]2)(=[O:9])=[O:8])=[CH:4][CH:3]=1.C(OCC)(=O)C.[ClH:39]. (3) Given the product [OH:37][CH:38]1[CH2:43][CH2:42][N:41]([CH2:33][CH2:32][CH2:31][NH:30][C:28]([C:25]2[CH:24]=[C:23]([C:19]3[CH:18]=[C:17]([O:16][C:15]4[CH:14]=[CH:13][C:12]([NH:11][C:9]([NH:8][C:4]5[CH:5]=[CH:6][CH:7]=[C:2]([CH3:1])[CH:3]=5)=[O:10])=[CH:36][CH:35]=4)[CH:22]=[CH:21][N:20]=3)[NH:27][CH:26]=2)=[O:29])[CH2:40][CH2:39]1, predict the reactants needed to synthesize it. The reactants are: [CH3:1][C:2]1[CH:3]=[C:4]([NH:8][C:9]([NH:11][C:12]2[CH:36]=[CH:35][C:15]([O:16][C:17]3[CH:22]=[CH:21][N:20]=[C:19]([C:23]4[NH:27][CH:26]=[C:25]([C:28]([NH:30][CH2:31][CH2:32][CH:33]=O)=[O:29])[CH:24]=4)[CH:18]=3)=[CH:14][CH:13]=2)=[O:10])[CH:5]=[CH:6][CH:7]=1.[OH:37][CH:38]1[CH2:43][CH2:42][NH:41][CH2:40][CH2:39]1.C(O)(=O)C.C([BH3-])#N.[Na+].C1COCC1. (4) Given the product [CH:37]12[CH2:38][CH:43]([CH2:44][CH2:39]1)[CH2:42][CH:40]2[C:17]1[CH:18]=[CH:19][CH:20]=[CH:21][C:16]=1[CH2:15][N:4]([CH:1]1[CH2:3][CH2:2]1)[C:5]([C:7]1[C:8]([CH3:14])=[N:9][N:10]([CH3:13])[C:11]=1[F:12])=[O:6], predict the reactants needed to synthesize it. The reactants are: [CH:1]1([N:4]([CH2:15][C:16]2[CH:21]=[CH:20][CH:19]=[CH:18][C:17]=2I)[C:5]([C:7]2[C:8]([CH3:14])=[N:9][N:10]([CH3:13])[C:11]=2[F:12])=[O:6])[CH2:3][CH2:2]1.F[B-](F)(F)F.[C:37]([PH+]([C:37]([CH3:40])([CH3:39])[CH3:38])[C:37]([CH3:40])([CH3:39])[CH3:38])([CH3:40])([CH3:39])[CH3:38].O1C[CH2:44][CH2:43][CH2:42]1. (5) Given the product [OH:10][C:7]([C@H:6]1[CH2:5][CH2:4][NH:3][C@H:2]1[CH3:1])([CH3:9])[CH3:8], predict the reactants needed to synthesize it. The reactants are: [CH3:1][C@H:2]1[C@@H:6]([C:7]([OH:10])([CH3:9])[CH3:8])[CH2:5][CH2:4][N:3]1[C@H](C1C=CC=CC=1)C. (6) Given the product [NH2:1][C@H:2]([CH2:3][O:4][C:5]1[CH:10]=[N:9][CH:8]=[C:7]([C:11]2[CH:12]=[C:13]3[C:18](=[C:19]([NH2:21])[N:20]=2)[CH:17]=[N:16][C:15]2[CH:22]=[C:23]([O:28][CH3:29])[C:24]([O:26][CH3:27])=[CH:25][C:14]3=2)[CH:6]=1)[CH2:30][N:31]1[CH2:32][CH2:33][C:34](=[O:37])[CH2:35][CH2:36]1, predict the reactants needed to synthesize it. The reactants are: [NH2:1][C@@H:2]([CH2:30][N:31]1[CH2:36][CH2:35][C:34](OCC)([O:37]CC)[CH2:33][CH2:32]1)[CH2:3][O:4][C:5]1[CH:6]=[C:7]([C:11]2[CH:12]=[C:13]3[C:18](=[C:19]([NH2:21])[N:20]=2)[CH:17]=[N:16][C:15]2[CH:22]=[C:23]([O:28][CH3:29])[C:24]([O:26][CH3:27])=[CH:25][C:14]3=2)[CH:8]=[N:9][CH:10]=1.Cl. (7) Given the product [Br:8][C:4]1[CH:3]=[C:2]([N:12]2[CH2:11][C@H:10]([CH3:9])[O:15][C@H:14]([CH3:16])[CH2:13]2)[CH:7]=[CH:6][CH:5]=1, predict the reactants needed to synthesize it. The reactants are: Br[C:2]1[CH:7]=[CH:6][CH:5]=[C:4]([Br:8])[CH:3]=1.[CH3:9][C@H:10]1[O:15][C@@H:14]([CH3:16])[CH2:13][NH:12][CH2:11]1.C1C=CC(P(C2C(C3C(P(C4C=CC=CC=4)C4C=CC=CC=4)=CC=C4C=3C=CC=C4)=C3C(C=CC=C3)=CC=2)C2C=CC=CC=2)=CC=1.CC([O-])(C)C.[Na+].